Dataset: Full USPTO retrosynthesis dataset with 1.9M reactions from patents (1976-2016). Task: Predict the reactants needed to synthesize the given product. (1) Given the product [Si:1]([O:18][CH2:19][C@@H:20]([N:48]([CH2:49][CH2:50][CH:51]([CH3:53])[CH3:52])[S:72]([C:69]1[CH:68]=[CH:67][C:66]([N+:63]([O-:65])=[O:64])=[CH:71][CH:70]=1)(=[O:73])=[O:74])[CH2:21][CH2:22][CH:23]([F:47])[CH2:24][NH:25][C:26](=[O:46])[C@H:27]([CH:33]([C:40]1[CH:45]=[CH:44][CH:43]=[CH:42][CH:41]=1)[C:34]1[CH:35]=[CH:36][CH:37]=[CH:38][CH:39]=1)[NH:28][C:29]([O:31][CH3:32])=[O:30])([C:14]([CH3:15])([CH3:16])[CH3:17])([C:8]1[CH:9]=[CH:10][CH:11]=[CH:12][CH:13]=1)[C:2]1[CH:3]=[CH:4][CH:5]=[CH:6][CH:7]=1, predict the reactants needed to synthesize it. The reactants are: [Si:1]([O:18][CH2:19][C@@H:20]([NH:48][CH2:49][CH2:50][CH:51]([CH3:53])[CH3:52])[CH2:21][CH2:22][CH:23]([F:47])[CH2:24][NH:25][C:26](=[O:46])[C@H:27]([CH:33]([C:40]1[CH:45]=[CH:44][CH:43]=[CH:42][CH:41]=1)[C:34]1[CH:39]=[CH:38][CH:37]=[CH:36][CH:35]=1)[NH:28][C:29]([O:31][CH3:32])=[O:30])([C:14]([CH3:17])([CH3:16])[CH3:15])([C:8]1[CH:13]=[CH:12][CH:11]=[CH:10][CH:9]=1)[C:2]1[CH:7]=[CH:6][CH:5]=[CH:4][CH:3]=1.C(N(CC)C(C)C)(C)C.[N+:63]([C:66]1[CH:71]=[CH:70][C:69]([S:72](Cl)(=[O:74])=[O:73])=[CH:68][CH:67]=1)([O-:65])=[O:64]. (2) Given the product [O:1]1[CH2:6][CH2:5][N:4]([C:7]2[CH:12]=[CH:11][C:10]([C:13]3[NH:36][C:16]4=[N:17][CH:18]=[CH:19][C:20]([C:21]5[CH:22]=[CH:23][C:24]([O:29][CH:30]6[CH2:35][CH2:34][CH2:33][O:32][CH2:31]6)=[C:25]([CH:28]=5)[C:26]#[N:27])=[C:15]4[CH:14]=3)=[CH:9][CH:8]=2)[CH2:3][CH2:2]1, predict the reactants needed to synthesize it. The reactants are: [O:1]1[CH2:6][CH2:5][N:4]([C:7]2[CH:12]=[CH:11][C:10]([C:13]3[N:36](S(C4C=CC=CC=4)(=O)=O)[C:16]4=[N:17][CH:18]=[CH:19][C:20]([C:21]5[CH:22]=[CH:23][C:24]([O:29][CH:30]6[CH2:35][CH2:34][CH2:33][O:32][CH2:31]6)=[C:25]([CH:28]=5)[C:26]#[N:27])=[C:15]4[CH:14]=3)=[CH:9][CH:8]=2)[CH2:3][CH2:2]1.C(=O)([O-])[O-].[Cs+].[Cs+].FC(F)(F)CO. (3) Given the product [Cl:10][C:11]1[CH:12]=[C:13]([C:14]([C:2]2[C:3]([C:8]#[N:9])=[N:4][CH:5]=[CH:6][CH:7]=2)=[O:15])[CH:17]=[CH:18][N:19]=1, predict the reactants needed to synthesize it. The reactants are: Br[C:2]1[C:3]([C:8]#[N:9])=[N:4][CH:5]=[CH:6][CH:7]=1.[Cl:10][C:11]1[CH:12]=[C:13]([CH:17]=[CH:18][N:19]=1)[C:14](Cl)=[O:15].[Br-].C(OCC)(=O)C. (4) Given the product [NH2:19][CH2:18][CH2:17][CH2:16][N:15]([CH2:43][C:42]1[CH:45]=[CH:46][C:39]([F:38])=[C:40]([CH3:47])[CH:41]=1)[C@@H:12]([C:8]1[N:7]([NH:30][C:31]2[CH:36]=[CH:35][CH:34]=[CH:33][CH:32]=2)[C:6](=[O:37])[C:5]2[C:10](=[CH:11][C:2]([Cl:1])=[CH:3][CH:4]=2)[N:9]=1)[CH2:13][CH3:14], predict the reactants needed to synthesize it. The reactants are: [Cl:1][C:2]1[CH:11]=[C:10]2[C:5]([C:6](=[O:37])[N:7]([NH:30][C:31]3[CH:36]=[CH:35][CH:34]=[CH:33][CH:32]=3)[C:8]([C@H:12]([NH:15][CH2:16][CH2:17][CH2:18][N:19]3C(=O)C4C(=CC=CC=4)C3=O)[CH2:13][CH3:14])=[N:9]2)=[CH:4][CH:3]=1.[F:38][C:39]1[CH:46]=[CH:45][C:42]([CH:43]=O)=[CH:41][C:40]=1[CH3:47]. (5) Given the product [CH3:1][O:2][C:3](=[O:15])[CH2:4][C@:5]1([CH2:11][NH:12][C:13]([O:24][CH3:23])=[O:14])[CH2:9][CH2:8][C@@H:7]([CH3:10])[CH2:6]1, predict the reactants needed to synthesize it. The reactants are: [CH3:1][O:2][C:3](=[O:15])[CH2:4][C@:5]1([CH2:11][N:12]=[C:13]=[O:14])[CH2:9][CH2:8][C@@H:7]([CH3:10])[CH2:6]1.C1(C)C=CC=CC=1.[CH3:23][OH:24]. (6) Given the product [C:4]([O:3][C:1]([N:8]1[CH2:9][CH2:10][N:11]([C:27](=[O:28])[CH2:26][N:25]([CH3:30])[CH3:24])[CH2:12][CH2:13]1)=[O:2])([CH3:7])([CH3:6])[CH3:5], predict the reactants needed to synthesize it. The reactants are: [C:1]([N:8]1[CH2:13][CH2:12][NH:11][CH2:10][CH2:9]1)([O:3][C:4]([CH3:7])([CH3:6])[CH3:5])=[O:2].C1C=CC2N(O)N=NC=2C=1.[CH3:24][N:25]([CH3:30])[CH2:26][C:27](O)=[O:28].C1CCC(N=C=NC2CCCCC2)CC1. (7) The reactants are: [C:1]([O:5][C:6]([N:8]1[CH2:13][CH2:12][C@@H:11]([NH:14][C:15]2[CH:20]=[C:19]([F:21])[CH:18]=[CH:17][C:16]=2[N+:22]([O-:24])=[O:23])[C@H:10]([OH:25])[CH2:9]1)=[O:7])([CH3:4])([CH3:3])[CH3:2].CCN(C(C)C)C(C)C.[C:35](Cl)(=[O:37])[CH3:36]. Given the product [C:1]([O:5][C:6]([N:8]1[CH2:13][CH2:12][C@@H:11]([NH:14][C:15]2[CH:20]=[C:19]([F:21])[CH:18]=[CH:17][C:16]=2[N+:22]([O-:24])=[O:23])[C@H:10]([O:25][C:35](=[O:37])[CH3:36])[CH2:9]1)=[O:7])([CH3:4])([CH3:2])[CH3:3], predict the reactants needed to synthesize it.